This data is from Forward reaction prediction with 1.9M reactions from USPTO patents (1976-2016). The task is: Predict the product of the given reaction. (1) Given the reactants I[C:2]1[CH:7]=[CH:6][C:5]([O:8][C:9]2[CH:14]=[CH:13][CH:12]=[CH:11][CH:10]=2)=[CH:4][CH:3]=1.[C:15]([N:22]1[CH2:27][CH2:26][NH:25][CH2:24][CH2:23]1)([O:17][C:18]([CH3:21])([CH3:20])[CH3:19])=[O:16], predict the reaction product. The product is: [C:18]([O:17][C:15]([N:22]1[CH2:27][CH2:26][N:25]([C:2]2[CH:7]=[CH:6][C:5]([O:8][C:9]3[CH:14]=[CH:13][CH:12]=[CH:11][CH:10]=3)=[CH:4][CH:3]=2)[CH2:24][CH2:23]1)=[O:16])([CH3:21])([CH3:19])[CH3:20]. (2) Given the reactants [Cl:1][C:2]1[CH:10]=[CH:9][C:5]([C:6]([OH:8])=[O:7])=[CH:4][N:3]=1.Br[C:12]1C=CC(C(O)=O)=N[CH:17]=1, predict the reaction product. The product is: [Cl:1][C:2]1[CH:10]=[CH:9][C:5]([C:6]([OH:8])=[O:7])=[CH:4][N:3]=1.[CH2:12]([O:7][C:6](=[O:8])[C:5]1[CH:9]=[CH:10][C:2]([Cl:1])=[N:3][CH:4]=1)[CH3:17]. (3) Given the reactants [CH2:1]([CH:3]1[O:5][CH2:4]1)Cl.[CH2:6]([O:8][C:9]1[CH:14]=[CH:13][CH:12]=[CH:11][C:10]=1[OH:15])[CH3:7], predict the reaction product. The product is: [CH2:6]([O:8][C:9]1[CH:14]=[CH:13][CH:12]=[CH:11][C:10]=1[O:15][CH2:1][CH:3]1[O:5][CH2:4]1)[CH3:7]. (4) Given the reactants C([O:5][C@@H:6]([C@H:8]1[CH2:12][O:11][C:10](=[O:13])[N:9]1[C:14]1[CH:19]=[C:18]([Cl:20])[N:17]=[C:16]([Cl:21])[N:15]=1)[CH3:7])(C)(C)C.C(O)(C(F)(F)F)=O, predict the reaction product. The product is: [Cl:21][C:16]1[N:15]=[C:14]([N:9]2[C@@H:8]([C@H:6]([OH:5])[CH3:7])[CH2:12][O:11][C:10]2=[O:13])[CH:19]=[C:18]([Cl:20])[N:17]=1. (5) Given the reactants [F:1][C:2]1[CH:3]=[C:4]([N:8]2[C:12]3[CH:13]=[CH:14][C:15]([CH2:17][N:18]4[CH2:23][CH2:22][CH2:21][CH2:20][CH2:19]4)=[CH:16][C:11]=3[N:10]=[C:9]2[NH2:24])[CH:5]=[CH:6][CH:7]=1.F[P-](F)(F)(F)(F)F.N1(OC(N(C)C)=[N+](C)C)C2C=CC=CC=2N=N1.[F:49][C:50]([F:61])([F:60])[C:51]1[CH:52]=[C:53]([CH:57]=[CH:58][CH:59]=1)[C:54](O)=[O:55].O.ON1C2C=CC=CC=2N=N1.CN1CCOCC1, predict the reaction product. The product is: [F:1][C:2]1[CH:3]=[C:4]([N:8]2[C:12]3[CH:13]=[CH:14][C:15]([CH2:17][N:18]4[CH2:19][CH2:20][CH2:21][CH2:22][CH2:23]4)=[CH:16][C:11]=3[N:10]=[C:9]2[NH:24][C:54](=[O:55])[C:53]2[CH:57]=[CH:58][CH:59]=[C:51]([C:50]([F:49])([F:60])[F:61])[CH:52]=2)[CH:5]=[CH:6][CH:7]=1. (6) Given the reactants [F:1][C:2]([F:29])([F:28])[C:3]1[CH:4]=[C:5]([CH:21]=[C:22]([C:24]([F:27])([F:26])[F:25])[CH:23]=1)[CH2:6][O:7][CH2:8][C:9]1([CH2:18][CH2:19]O)[C:17]2[C:12](=[CH:13][CH:14]=[CH:15][CH:16]=2)[CH2:11][O:10]1.C1(P(C2C=CC=CC=2)C2C=CC=CC=2)C=CC=CC=1.CC(C)(O)[C:51]#[N:52].N(C(OCC)=O)=NC(OCC)=O, predict the reaction product. The product is: [F:27][C:24]([F:26])([F:25])[C:22]1[CH:21]=[C:5]([CH:4]=[C:3]([C:2]([F:28])([F:29])[F:1])[CH:23]=1)[CH2:6][O:7][CH2:8][C:9]1([CH2:18][CH2:19][C:51]#[N:52])[C:17]2[C:12](=[CH:13][CH:14]=[CH:15][CH:16]=2)[CH2:11][O:10]1. (7) Given the reactants [C:1]1(=O)[CH2:6][CH2:5][CH2:4][C:3](=[O:7])[CH2:2]1.[F:9][CH:10]([F:18])[C:11]1[CH:12]=[C:13]([CH:15]=[CH:16][CH:17]=1)[NH2:14].FC(F)(F)S([O-])(=O)=O.[Yb+3].FC(F)(F)S([O-])(=O)=O.FC(F)(F)S([O-])(=O)=O.CO, predict the reaction product. The product is: [F:9][CH:10]([F:18])[C:11]1[CH:12]=[C:13]([NH:14][C:1]2[CH2:6][CH2:5][CH2:4][C:3](=[O:7])[CH:2]=2)[CH:15]=[CH:16][CH:17]=1.